From a dataset of Catalyst prediction with 721,799 reactions and 888 catalyst types from USPTO. Predict which catalyst facilitates the given reaction. (1) Reactant: [CH2:1]([NH:5][C:6](=[O:38])[C@H:7]([CH3:37])[CH2:8][C@H:9]([OH:36])[C@@H:10]([NH:28]C(OC(C)(C)C)=O)[CH2:11][C@@H:12]([CH:25]([CH3:27])[CH3:26])[CH2:13][C:14]1[CH:19]=[CH:18][C:17]([C:20]([CH3:23])([CH3:22])[CH3:21])=[C:16]([OH:24])[CH:15]=1)[CH2:2][CH2:3][CH3:4].[ClH:39]. Product: [ClH:39].[CH2:1]([NH:5][C:6](=[O:38])[C@H:7]([CH3:37])[CH2:8][C@H:9]([OH:36])[C@@H:10]([NH2:28])[CH2:11][C@@H:12]([CH:25]([CH3:26])[CH3:27])[CH2:13][C:14]1[CH:19]=[CH:18][C:17]([C:20]([CH3:22])([CH3:23])[CH3:21])=[C:16]([OH:24])[CH:15]=1)[CH2:2][CH2:3][CH3:4]. The catalyst class is: 12. (2) Reactant: [NH2:1][C:2]1[N:7]=[C:6]([N:8]2[CH:17]([CH3:18])[CH2:16][C:15]3[C:10](=[CH:11][C:12]([C:19]4[CH:20]=[C:21]([C:25](O)=[O:26])[N:22]([CH3:24])[CH:23]=4)=[CH:13][CH:14]=3)[CH2:9]2)[CH:5]=[C:4]([N:28]2[CH2:33][CH2:32][N:31]([CH3:34])[CH2:30][CH2:29]2)[N:3]=1.F[P-](F)(F)(F)(F)F.[N:42]1(O[P+](N(C)C)(N(C)C)N(C)C)[C:46]2C=CC=CC=2N=N1.CN.C1COCC1.C(N(CC)CC)C. Product: [NH2:1][C:2]1[N:7]=[C:6]([N:8]2[CH:17]([CH3:18])[CH2:16][C:15]3[C:10](=[CH:11][C:12]([C:19]4[CH:20]=[C:21]([C:25]([NH:42][CH3:46])=[O:26])[N:22]([CH3:24])[CH:23]=4)=[CH:13][CH:14]=3)[CH2:9]2)[CH:5]=[C:4]([N:28]2[CH2:33][CH2:32][N:31]([CH3:34])[CH2:30][CH2:29]2)[N:3]=1. The catalyst class is: 3. (3) Reactant: [CH2:1]([O:4][C:5](=[O:35])[C@H:6]([CH2:15][C:16]1[CH:21]=[CH:20][C:19]([O:22][C:23](OC2C=CC([N+]([O-])=O)=CC=2)=[O:24])=[CH:18][CH:17]=1)[NH:7][C:8]([O:10][C:11]([CH3:14])([CH3:13])[CH3:12])=[O:9])[CH:2]=[CH2:3].[C:36]([O:40][C:41]([NH:43][CH2:44][C@@H:45]([C:47]([OH:49])=[O:48])[NH2:46])=[O:42])([CH3:39])([CH3:38])[CH3:37]. Product: [CH2:1]([O:4][C:5](=[O:35])[C@@H:6]([NH:7][C:8]([O:10][C:11]([CH3:14])([CH3:13])[CH3:12])=[O:9])[CH2:15][C:16]1[CH:21]=[CH:20][C:19]([O:22][C:23]([NH:46][C@H:45]([C:47]([OH:49])=[O:48])[CH2:44][NH:43][C:41]([O:40][C:36]([CH3:39])([CH3:37])[CH3:38])=[O:42])=[O:24])=[CH:18][CH:17]=1)[CH:2]=[CH2:3]. The catalyst class is: 68. (4) Reactant: FC1C=C([C:12]2[N:17]=[C:16]3[N:18]([CH2:21][C:22]4[CH:23]=[C:24]5[C:29](=[CH:30][CH:31]=4)[N:28]=[CH:27][CH:26]=[CH:25]5)[N:19]=[N:20][C:15]3=[CH:14][CH:13]=2)C=CC=1C(NC)=O.[CH3:32][N:33]1[C:41]2[C:36](=[CH:37][CH:38]=[C:39](B3OC(C)(C)C(C)(C)O3)[CH:40]=2)[C:35]([CH3:51])=[N:34]1.C(=O)([O-])[O-].[K+].[K+].O1CCOCC1. Product: [CH3:32][N:33]1[C:41]2[C:36](=[CH:37][CH:38]=[C:39]([C:12]3[N:17]=[C:16]4[N:18]([CH2:21][C:22]5[CH:23]=[C:24]6[C:29](=[CH:30][CH:31]=5)[N:28]=[CH:27][CH:26]=[CH:25]6)[N:19]=[N:20][C:15]4=[CH:14][CH:13]=3)[CH:40]=2)[C:35]([CH3:51])=[N:34]1. The catalyst class is: 103. (5) Reactant: [CH3:1][O:2][C:3]1[CH:8]=[CH:7][CH:6]=[CH:5][C:4]=1[O:9][CH3:10].C([Li])CCC.[C:16](OCC)(=[O:22])[C:17]([O:19][CH2:20][CH3:21])=[O:18].[NH4+].[Cl-]. Product: [CH3:1][O:2][C:3]1[C:4]([O:9][CH3:10])=[CH:5][CH:6]=[CH:7][C:8]=1[C:16](=[O:22])[C:17]([O:19][CH2:20][CH3:21])=[O:18]. The catalyst class is: 788. (6) Reactant: [Cl:1][C:2]1[CH:7]=[CH:6][C:5]([CH2:8][N:9]([CH3:11])[CH3:10])=[CH:4][C:3]=1/[CH:12]=[CH:13]/[C:14]([O:16][CH2:17][CH3:18])=[O:15].C1(C)C=CC(S([CH2:28][N+:29]#[C-:30])(=O)=O)=CC=1.CC(C)([O-])C.[Na+]. Product: [Cl:1][C:2]1[CH:7]=[CH:6][C:5]([CH2:8][N:9]([CH3:10])[CH3:11])=[CH:4][C:3]=1[C:12]1[C:13]([C:14]([O:16][CH2:17][CH3:18])=[O:15])=[CH:28][NH:29][CH:30]=1. The catalyst class is: 1.